The task is: Predict which catalyst facilitates the given reaction.. This data is from Catalyst prediction with 721,799 reactions and 888 catalyst types from USPTO. (1) Reactant: [N:1]1([C:7]2[C:15]3[O:14][CH2:13][C@@H:12]([N:16](C(=O)C(F)(F)F)[C:17]4[CH:30]=[CH:29][C:20]5[C@H:21]([CH2:24][C:25]([O:27]C)=[O:26])[CH2:22][O:23][C:19]=5[CH:18]=4)[C:11]=3[CH:10]=[CH:9][CH:8]=2)[CH2:6][CH2:5][CH2:4][CH2:3][CH2:2]1.[OH-].[Na+].Cl. Product: [N:1]1([C:7]2[C:15]3[O:14][CH2:13][C@@H:12]([NH:16][C:17]4[CH:30]=[CH:29][C:20]5[C@H:21]([CH2:24][C:25]([OH:27])=[O:26])[CH2:22][O:23][C:19]=5[CH:18]=4)[C:11]=3[CH:10]=[CH:9][CH:8]=2)[CH2:6][CH2:5][CH2:4][CH2:3][CH2:2]1. The catalyst class is: 193. (2) Reactant: [C:1]([N:4]1[CH2:25][C:12]2([CH2:17][CH2:16][N:15]([CH:18]3[CH2:23][CH2:22][C:21](=O)[CH2:20][CH2:19]3)[CH2:14][CH2:13]2)[C:11]2[C:6](=[CH:7][CH:8]=[CH:9][CH:10]=2)[CH2:5]1)(=[O:3])[CH3:2].Cl.[CH2:27]([O:29][NH2:30])[CH3:28]. Product: [CH2:27]([O:29][N:30]=[C:21]1[CH2:20][CH2:19][CH:18]([N:15]2[CH2:14][CH2:13][C:12]3([C:11]4[C:6](=[CH:7][CH:8]=[CH:9][CH:10]=4)[CH2:5][N:4]([C:1](=[O:3])[CH3:2])[CH2:25]3)[CH2:17][CH2:16]2)[CH2:23][CH2:22]1)[CH3:28]. The catalyst class is: 17. (3) Reactant: [CH3:1][C:2]1[N:7]=[C:6]([N:8]2[CH2:13][CH2:12][C:11](=[CH:14][C:15]3[CH:19]=[C:18]([C:20]4[S:21][CH:22]=[CH:23][CH:24]=4)[N:17](CC4C=CC(OC)=CC=4)[N:16]=3)[CH2:10][CH2:9]2)[C:5]([N+:34]([O-:36])=[O:35])=[CH:4][CH:3]=1. Product: [CH3:1][C:2]1[N:7]=[C:6]([N:8]2[CH2:9][CH2:10][C:11](=[CH:14][C:15]3[CH:19]=[C:18]([C:20]4[S:21][CH:22]=[CH:23][CH:24]=4)[NH:17][N:16]=3)[CH2:12][CH2:13]2)[C:5]([N+:34]([O-:36])=[O:35])=[CH:4][CH:3]=1. The catalyst class is: 55. (4) The catalyst class is: 9. Reactant: [C:1](Cl)(=O)[C:2]([Cl:4])=[O:3].C(Cl)Cl.[CH3:10][N:11]1C(C(O)=O)=[C:14]([C:19]2[CH:24]=[CH:23][CH:22]=[C:21]([CH3:25])[N:20]=2)[CH:13]=[N:12]1. Product: [CH3:10][N:11]1[C:1]([C:2]([Cl:4])=[O:3])=[C:14]([C:19]2[CH:24]=[CH:23][CH:22]=[C:21]([CH3:25])[N:20]=2)[CH:13]=[N:12]1. (5) Product: [CH3:1][O:2][C:3](=[O:32])[CH2:4][C:5]1([N:16]2[CH2:17][CH2:18][CH:19]([N:22]([C@@H:23]3[CH2:25][C@H:24]3[C:26]3[CH:27]=[CH:28][CH:29]=[CH:30][CH:31]=3)[C:44](=[O:45])[C:43]([F:54])([F:53])[F:42])[CH2:20][CH2:21]2)[CH2:8][N:7]([C:9]([O:11][C:12]([CH3:15])([CH3:14])[CH3:13])=[O:10])[CH2:6]1. Reactant: [CH3:1][O:2][C:3](=[O:32])[CH2:4][C:5]1([N:16]2[CH2:21][CH2:20][CH:19]([NH:22][C@@H:23]3[CH2:25][C@H:24]3[C:26]3[CH:31]=[CH:30][CH:29]=[CH:28][CH:27]=3)[CH2:18][CH2:17]2)[CH2:8][N:7]([C:9]([O:11][C:12]([CH3:15])([CH3:14])[CH3:13])=[O:10])[CH2:6]1.C(N(CC)C(C)C)(C)C.[F:42][C:43]([F:54])([F:53])[C:44](O[C:44](=[O:45])[C:43]([F:54])([F:53])[F:42])=[O:45]. The catalyst class is: 2. (6) Reactant: [F:1][C:2]([F:7])([F:6])[C:3]([OH:5])=[O:4].[NH2:8][CH:9]1[CH2:14][CH:13]2[CH2:15][CH2:16][CH:10]1[CH2:11][C:12]2=[O:17].[CH:18](=O)[C:19]1[CH:24]=[CH:23][CH:22]=[CH:21][CH:20]=1. Product: [F:1][C:2]([F:7])([F:6])[C:3]([OH:5])=[O:4].[C:19]1([CH:18]2[CH:11]3[C:12](=[O:17])[CH:13]4[CH2:15][CH2:16][CH:10]3[CH:9]([CH2:14]4)[NH:8]2)[CH:24]=[CH:23][CH:22]=[CH:21][CH:20]=1. The catalyst class is: 2.